From a dataset of Catalyst prediction with 721,799 reactions and 888 catalyst types from USPTO. Predict which catalyst facilitates the given reaction. (1) Reactant: Cl[CH2:2][C:3]1[N:7]=[C:6]([C:8]2[CH:13]=[CH:12][C:11]([O:14][CH3:15])=[CH:10][CH:9]=2)[O:5][N:4]=1.[N-:16]=[N+]=[N-].[Na+].O.C1(P(C2C=CC=CC=2)C2C=CC=CC=2)C=CC=CC=1. Product: [CH3:15][O:14][C:11]1[CH:12]=[CH:13][C:8]([C:6]2[O:5][N:4]=[C:3]([CH2:2][NH2:16])[N:7]=2)=[CH:9][CH:10]=1. The catalyst class is: 9. (2) Reactant: [NH2:1][C:2]1[S:6][CH:5]=[C:4]([C:7]([O:9][CH3:10])=[O:8])[C:3]=1[CH3:11].Br[CH:13]([CH:19]1[CH2:24][CH2:23][N:22]([C:25]([O:27][C:28]([CH3:31])([CH3:30])[CH3:29])=[O:26])[CH2:21][CH2:20]1)[CH2:14][CH2:15][CH2:16][CH:17]=O.CC(O)=O.[BH3-]C#N.[Na+]. Product: [CH3:10][O:9][C:7]([C:4]1[C:3]([CH3:11])=[C:2]([N:1]2[CH2:17][CH2:16][CH2:15][CH2:14][CH:13]2[CH:19]2[CH2:20][CH2:21][N:22]([C:25]([O:27][C:28]([CH3:29])([CH3:31])[CH3:30])=[O:26])[CH2:23][CH2:24]2)[S:6][CH:5]=1)=[O:8]. The catalyst class is: 5.